This data is from Forward reaction prediction with 1.9M reactions from USPTO patents (1976-2016). The task is: Predict the product of the given reaction. (1) Given the reactants [O:1]1[CH2:6][CH2:5][CH2:4][O:3][CH:2]1[C:7]1[CH:8]=[CH:9][C:10]([C:13]2[S:21][C:20]3[C:15](=[N:16][CH:17]=[CH:18][C:19]=3Cl)[CH:14]=2)=[N:11][CH:12]=1.C(=O)([O-])[O-].[Na+].[Na+].[F:29][C:30]1[CH:35]=[C:34]([N+:36]([O-:38])=[O:37])[CH:33]=[CH:32][C:31]=1[OH:39], predict the reaction product. The product is: [O:1]1[CH2:6][CH2:5][CH2:4][O:3][CH:2]1[C:7]1[CH:8]=[CH:9][C:10]([C:13]2[S:21][C:20]3[C:15](=[N:16][CH:17]=[CH:18][C:19]=3[O:39][C:31]3[CH:32]=[CH:33][C:34]([N+:36]([O-:38])=[O:37])=[CH:35][C:30]=3[F:29])[CH:14]=2)=[N:11][CH:12]=1. (2) Given the reactants O[CH2:2][CH2:3][C:4]1[CH:9]=[CH:8][C:7]([OH:10])=[CH:6][CH:5]=1.[BrH:11], predict the reaction product. The product is: [Br:11][CH2:2][CH2:3][C:4]1[CH:9]=[CH:8][C:7]([OH:10])=[CH:6][CH:5]=1. (3) Given the reactants [P:1]([O:13][CH2:14][C@@H:15]1[C@@H:22]2[C@@H:18]([O:19]C(C)(C)[O:21]2)[C@H:17]([N:25]2[C:34]3[C:29](=[CH:30][C:31]([O:37][CH3:38])=[C:32]([O:35][CH3:36])[CH:33]=3)[C:28](=[O:39])[NH:27][C:26]2=[O:40])[O:16]1)([O:8]C(C)(C)C)([O:3]C(C)(C)C)=[O:2].F[C:42](F)(F)[C:43](O)=O.O, predict the reaction product. The product is: [P:1]([O-:8])([O-:3])([O:13][CH2:14][C@@H:15]1[C@@H:22]([OH:21])[C@@H:18]([OH:19])[C@H:17]([N:25]2[C:34]3[C:29](=[CH:30][C:31]([O:37][CH3:38])=[C:32]([O:35][CH3:36])[CH:33]=3)[C:28](=[O:39])[NH:27][C:26]2=[O:40])[O:16]1)=[O:2].[CH2:17]([NH+:25]([CH2:42][CH3:43])[CH2:34][CH3:33])[CH3:18]. (4) Given the reactants [F:1][C:2]1[CH:3]=[C:4]2[C:8](=[CH:9][CH:10]=1)[NH:7][C:6](=[O:11])[C:5]2=[CH:12][C:13]1[CH:14]=[C:15]([CH:26]=[CH:27][CH:28]=1)[C:16]([NH:18][CH2:19][CH2:20][CH2:21][CH2:22][C:23](O)=[O:24])=[O:17].C(N(CC)CC)C.ClC(OCC)=O.[NH2:42][OH:43], predict the reaction product. The product is: [F:1][C:2]1[CH:3]=[C:4]2[C:8](=[CH:9][CH:10]=1)[NH:7][C:6](=[O:11])[C:5]2=[CH:12][C:13]1[CH:14]=[C:15]([CH:26]=[CH:27][CH:28]=1)[C:16]([NH:18][CH2:19][CH2:20][CH2:21][CH2:22][C:23]([NH:42][OH:43])=[O:24])=[O:17]. (5) The product is: [CH3:23][O:24][C:25](=[O:31])[CH:26]([CH2:15][CH2:14][C:3]1[CH:4]=[C:5]([O:10][CH:11]([CH3:13])[CH3:12])[C:6]([O:8][CH3:9])=[CH:7][C:2]=1[Br:1])[C:27]([O:29][CH3:30])=[O:28]. Given the reactants [Br:1][C:2]1[CH:7]=[C:6]([O:8][CH3:9])[C:5]([O:10][CH:11]([CH3:13])[CH3:12])=[CH:4][C:3]=1[CH2:14][CH2:15]I.C(=O)([O-])[O-].[K+].[K+].[CH3:23][O:24][C:25](=[O:31])[CH2:26][C:27]([O:29][CH3:30])=[O:28], predict the reaction product.